From a dataset of Peptide-MHC class II binding affinity with 134,281 pairs from IEDB. Regression. Given a peptide amino acid sequence and an MHC pseudo amino acid sequence, predict their binding affinity value. This is MHC class II binding data. (1) The peptide sequence is LKRGEITHHAVSRGSAK. The MHC is DRB1_0901 with pseudo-sequence DRB1_0901. The binding affinity (normalized) is 0.452. (2) The peptide sequence is YDKFLANVQTVLTGK. The MHC is DRB1_1602 with pseudo-sequence DRB1_1602. The binding affinity (normalized) is 0.742.